Dataset: Full USPTO retrosynthesis dataset with 1.9M reactions from patents (1976-2016). Task: Predict the reactants needed to synthesize the given product. (1) Given the product [ClH:35].[N:22]12[CH2:23][CH2:24][CH:25]([CH2:26][CH2:27]1)[C@@H:20]([NH:19][C:17]([C:14]1[O:15][C:16]3[C:8]([C:4]4[CH:5]=[CH:6][CH:7]=[C:2]([NH:1][C:33]([CH:28]5[CH2:32][CH2:31][CH2:30][CH2:29]5)=[O:34])[CH:3]=4)=[CH:9][CH:10]=[CH:11][C:12]=3[CH:13]=1)=[O:18])[CH2:21]2, predict the reactants needed to synthesize it. The reactants are: [NH2:1][C:2]1[CH:3]=[C:4]([C:8]2[C:16]3[O:15][C:14]([C:17]([NH:19][C@@H:20]4[CH:25]5[CH2:26][CH2:27][N:22]([CH2:23][CH2:24]5)[CH2:21]4)=[O:18])=[CH:13][C:12]=3[CH:11]=[CH:10][CH:9]=2)[CH:5]=[CH:6][CH:7]=1.[CH:28]1([C:33]([Cl:35])=[O:34])[CH2:32][CH2:31][CH2:30][CH2:29]1. (2) Given the product [C:3]([C:4]1[C:29]([O:30][CH3:31])=[CH:28][C:7]2[C:8]3[N:13]([CH:14]([C:16]([CH3:20])([CH3:21])[CH2:17][O:18][CH3:19])[CH2:15][C:6]=2[CH:5]=1)[CH:12]=[C:11]([C:22]([O:24][CH2:25][CH3:26])=[O:23])[C:10](=[O:27])[CH:9]=3)#[N:2], predict the reactants needed to synthesize it. The reactants are: O[N:2]=[CH:3][C:4]1[C:29]([O:30][CH3:31])=[CH:28][C:7]2[C:8]3[N:13]([CH:14]([C:16]([CH3:21])([CH3:20])[CH2:17][O:18][CH3:19])[CH2:15][C:6]=2[CH:5]=1)[CH:12]=[C:11]([C:22]([O:24][CH2:25][CH3:26])=[O:23])[C:10](=[O:27])[CH:9]=3.C(OC(=O)C)(=O)C. (3) Given the product [Cl:15][C:12]1[CH:13]=[CH:14][C:9]([NH:8][C:3]2[CH:4]=[N:5][CH:6]=[CH:7][CH:2]=2)=[C:10]([O:16][CH3:17])[CH:11]=1, predict the reactants needed to synthesize it. The reactants are: Br[C:2]1[CH:7]=[CH:6][N:5]=[CH:4][CH:3]=1.[NH2:8][C:9]1[CH:14]=[CH:13][C:12]([Cl:15])=[CH:11][C:10]=1[O:16][CH3:17].NC1C=CN=CC=1. (4) Given the product [N+:8]([C:3]1[CH:4]=[CH:5][CH:6]=[CH:7][C:2]=1[N:22]1[CH2:21][CH2:20][CH:19]([NH:18][C:16](=[O:17])[O:15][C:12]([CH3:13])([CH3:11])[CH3:14])[CH2:24][CH2:23]1)([O-:10])=[O:9], predict the reactants needed to synthesize it. The reactants are: F[C:2]1[CH:7]=[CH:6][CH:5]=[CH:4][C:3]=1[N+:8]([O-:10])=[O:9].[CH3:11][C:12]([O:15][C:16]([NH:18][CH:19]1[CH2:24][CH2:23][NH:22][CH2:21][CH2:20]1)=[O:17])([CH3:14])[CH3:13]. (5) Given the product [NH2:7][CH:8]1[CH2:13][CH2:12][N:11]([C:14]2[CH:15]=[N:16][CH:17]=[C:18]([C:20]#[N:21])[CH:19]=2)[CH2:10][CH2:9]1, predict the reactants needed to synthesize it. The reactants are: C(OC(=O)[NH:7][CH:8]1[CH2:13][CH2:12][N:11]([C:14]2[CH:15]=[N:16][CH:17]=[C:18]([C:20]#[N:21])[CH:19]=2)[CH2:10][CH2:9]1)(C)(C)C.Cl. (6) Given the product [CH3:25][N:1]1[C:5]2=[N:6][CH:7]=[CH:8][CH:9]=[C:4]2[C:3]([CH:10]=[O:11])=[C:2]1[C:13]1[CH:18]=[CH:17][CH:16]=[CH:15][CH:14]=1, predict the reactants needed to synthesize it. The reactants are: [NH:1]1[C:5]2=[N:6][CH:7]=[CH:8][CH:9]=[C:4]2[C:3]([CH:10]=[O:11])=[CH:2]1.O[C:13]1[C:18]2C(=O)CO[C:17]=2[CH:16]=[C:15](O)[CH:14]=1.O1C2C=CC=CC=2C[C:25]1=O.